Dataset: Full USPTO retrosynthesis dataset with 1.9M reactions from patents (1976-2016). Task: Predict the reactants needed to synthesize the given product. (1) Given the product [CH3:23][O:24][C:25](=[O:36])[C:26]1[CH:31]=[CH:30][C:29]([NH:32][C:33]([N:7]([CH:1]2[CH2:6][CH2:5][CH2:4][CH2:3][CH2:2]2)[C:8]2[N:9]([C:17]3[CH:18]=[CH:19][CH:20]=[CH:21][CH:22]=3)[N:10]=[C:11]3[C:16]=2[CH:15]=[CH:14][CH:13]=[CH:12]3)=[O:34])=[C:28]([Cl:35])[CH:27]=1, predict the reactants needed to synthesize it. The reactants are: [CH:1]1([NH:7][C:8]2[N:9]([C:17]3[CH:22]=[CH:21][CH:20]=[CH:19][CH:18]=3)[N:10]=[C:11]3[C:16]=2[CH:15]=[CH:14][CH:13]=[CH:12]3)[CH2:6][CH2:5][CH2:4][CH2:3][CH2:2]1.[CH3:23][O:24][C:25](=[O:36])[C:26]1[CH:31]=[CH:30][C:29]([N:32]=[C:33]=[O:34])=[C:28]([Cl:35])[CH:27]=1. (2) Given the product [CH3:15][O:14][C:11]1[CH:12]=[CH:13][C:8]([CH2:7][N:5]2[CH:6]=[C:2]([B:28]3[O:29][C:30]([CH3:32])([CH3:31])[C:26]([CH3:33])([CH3:25])[O:27]3)[C:3]([C:16]3[CH:21]=[CH:20][CH:19]=[C:18]([N+:22]([O-:24])=[O:23])[CH:17]=3)=[N:4]2)=[CH:9][CH:10]=1, predict the reactants needed to synthesize it. The reactants are: I[C:2]1[C:3]([C:16]2[CH:21]=[CH:20][CH:19]=[C:18]([N+:22]([O-:24])=[O:23])[CH:17]=2)=[N:4][N:5]([CH2:7][C:8]2[CH:13]=[CH:12][C:11]([O:14][CH3:15])=[CH:10][CH:9]=2)[CH:6]=1.[CH3:25][C:26]1([CH3:33])[C:30]([CH3:32])([CH3:31])[O:29][BH:28][O:27]1.COC1C=CC=C(OC)C=1C1C=CC=CC=1P(C1CCCCC1)C1CCCCC1.C(N(CC)CC)C. (3) Given the product [NH:18]1[C:26]2[C:21](=[CH:22][C:23]([C:2]3[N:7]=[C:6]([C:8]([OH:10])=[O:9])[CH:5]=[C:4]([N:12]4[CH2:17][CH2:16][O:15][CH2:14][CH2:13]4)[N:3]=3)=[CH:24][CH:25]=2)[CH:20]=[CH:19]1, predict the reactants needed to synthesize it. The reactants are: Cl[C:2]1[N:7]=[C:6]([C:8]([O:10]C)=[O:9])[CH:5]=[C:4]([N:12]2[CH2:17][CH2:16][O:15][CH2:14][CH2:13]2)[N:3]=1.[NH:18]1[C:26]2[C:21](=[CH:22][C:23](B(O)O)=[CH:24][CH:25]=2)[CH:20]=[CH:19]1.C(=O)([O-])[O-].[Na+].[Na+]. (4) Given the product [CH3:11][N:9]([CH3:10])[CH2:8][C:7]([N:12]1[CH2:17][CH2:16][CH:15]([CH2:18][CH2:19][O:20][S:28]([C:31]2[CH:37]=[CH:36][C:34]([CH3:35])=[CH:33][CH:32]=2)(=[O:30])=[O:29])[CH2:14][CH2:13]1)=[O:43], predict the reactants needed to synthesize it. The reactants are: CCN=C=NC[CH2:7][CH2:8][N:9]([CH3:11])[CH3:10].[NH:12]1[CH2:17][CH2:16][CH:15]([CH2:18][CH2:19][OH:20])[CH2:14][CH2:13]1.C(N(CC)CC)C.[S:28](Cl)([C:31]1[CH:37]=[CH:36][C:34]([CH3:35])=[CH:33][CH:32]=1)(=[O:30])=[O:29].CN(C=[O:43])C.